Dataset: Full USPTO retrosynthesis dataset with 1.9M reactions from patents (1976-2016). Task: Predict the reactants needed to synthesize the given product. (1) Given the product [CH:18]1[C:19]2[C:30]3=[C:31]4[C:22](=[CH:21][CH:20]=2)[CH:23]=[CH:24][CH:25]=[C:26]4[CH:27]=[CH:28][C:29]3=[C:16]([S:32][C:2]2[CH:9]=[CH:8][CH:7]=[CH:6][C:3]=2[CH:4]=[O:5])[CH:17]=1, predict the reactants needed to synthesize it. The reactants are: F[C:2]1[CH:9]=[CH:8][CH:7]=[CH:6][C:3]=1[CH:4]=[O:5].C(=O)([O-])[O-].[K+].[K+].[C:16]1([SH:32])[C:29]2[C:30]3=[C:31]4[C:26](=[CH:27][CH:28]=2)[CH:25]=[CH:24][CH:23]=[C:22]4[CH:21]=[CH:20][C:19]3=[CH:18][CH:17]=1. (2) Given the product [C:1]([O:4][CH2:5][C:6]1[C:7]([N:15]2[CH2:26][CH2:25][N:24]3[C:17](=[CH:18][C:19]4[CH2:20][C:21]([CH3:28])([CH3:27])[CH2:22][C:23]=43)[C:16]2=[O:29])=[N:8][CH:9]=[CH:10][C:11]=1[C:31]1[CH:32]=[C:33]([NH:39][C:40]2[CH:52]=[C:43]3[CH2:44][N:45]([CH2:48][CH2:49][O:50][CH3:51])[CH2:46][CH2:47][N:42]3[N:41]=2)[C:34](=[O:38])[N:35]([CH3:37])[CH:36]=1)(=[O:3])[CH3:2], predict the reactants needed to synthesize it. The reactants are: [C:1]([O:4][CH2:5][C:6]1[C:7]([N:15]2[CH2:26][CH2:25][N:24]3[C:17](=[CH:18][C:19]4[CH2:20][C:21]([CH3:28])([CH3:27])[CH2:22][C:23]=43)[C:16]2=[O:29])=[N:8][CH:9]=[CH:10][C:11]=1B(O)O)(=[O:3])[CH3:2].Br[C:31]1[CH:32]=[C:33]([NH:39][C:40]2[CH:52]=[C:43]3[CH2:44][N:45]([CH2:48][CH2:49][O:50][CH3:51])[CH2:46][CH2:47][N:42]3[N:41]=2)[C:34](=[O:38])[N:35]([CH3:37])[CH:36]=1.[O-]P([O-])([O-])=O.[K+].[K+].[K+].C([O-])(=O)C.[Na+]. (3) The reactants are: [N:1]1([CH2:8][CH2:9][O:10][C:11]2[CH:16]=[CH:15][C:14]([C:17]([C:19]3[C:28]4[C:23](=[CH:24][C:25]([OH:29])=[CH:26][CH:27]=4)[CH:22]=[CH:21][C:20]=3[C:30]3[C:35]([F:36])=[CH:34][CH:33]=[CH:32][C:31]=3F)=[O:18])=[CH:13][CH:12]=2)[CH2:7][CH2:6][CH2:5][CH2:4][CH2:3][CH2:2]1.C([BH-](CC)CC)C.[Li+].C(=O)(O)[O-].[Na+].C(Cl)(Cl)Cl.C(O)(C)C. Given the product [N:1]1([CH2:8][CH2:9][O:10][C:11]2[CH:12]=[CH:13][C:14]([CH:17]3[O:18][C:31]4[C:30](=[C:35]([F:36])[CH:34]=[CH:33][CH:32]=4)[C:20]4[C:19]3=[C:28]3[C:23](=[CH:22][CH:21]=4)[CH:24]=[C:25]([OH:29])[CH:26]=[CH:27]3)=[CH:15][CH:16]=2)[CH2:7][CH2:6][CH2:5][CH2:4][CH2:3][CH2:2]1, predict the reactants needed to synthesize it. (4) Given the product [CH3:1][O:2][C:3]([C:5]1[CH:13]=[C:12]2[C:8]([C:9]([N:14]3[CH2:15][CH2:16][N:17]([CH3:20])[CH2:18][CH2:19]3)=[N:10][N:11]2[CH3:21])=[CH:7][CH:6]=1)=[O:4], predict the reactants needed to synthesize it. The reactants are: [CH3:1][O:2][C:3]([C:5]1[CH:13]=[C:12]2[C:8]([C:9]([N:14]3[CH2:19][CH2:18][N:17]([CH3:20])[CH2:16][CH2:15]3)=[N:10][NH:11]2)=[CH:7][CH:6]=1)=[O:4].[CH3:21]C(C)([O-])C.[Na+].CI.